From a dataset of Drug-target binding data from BindingDB using Ki measurements. Regression. Given a target protein amino acid sequence and a drug SMILES string, predict the binding affinity score between them. We predict pKi (pKi = -log10(Ki in M); higher means stronger inhibition). Dataset: bindingdb_ki. The compound is COc1cc2c(cc1-c1c(C)noc1C)[nH]c1nc(C)nc(-c3ccc(C(=O)NC4CCN(C5COC5)CC4)c4ccccc34)c12. The target protein sequence is KHAAYAWPFYKPVDASALGLHDYHDIIKHPMDLSTVKRKMENRDYRDAQEFAADVRLMFSNCYKYNPPDHDVV. The pKi is 8.4.